This data is from Forward reaction prediction with 1.9M reactions from USPTO patents (1976-2016). The task is: Predict the product of the given reaction. (1) Given the reactants [Br:1][C:2]1[CH:3]=[CH:4][C:5]([Cl:10])=[C:6]([CH:9]=1)[CH2:7][OH:8].N1C=CN=C1.[C:16]([Si:20]([CH3:23])([CH3:22])Cl)([CH3:19])([CH3:18])[CH3:17], predict the reaction product. The product is: [Br:1][C:2]1[CH:3]=[CH:4][C:5]([Cl:10])=[C:6]([CH:9]=1)[CH2:7][O:8][Si:20]([C:16]([CH3:19])([CH3:18])[CH3:17])([CH3:23])[CH3:22]. (2) The product is: [C:36](=[O:37])([OH:39])[O-:38].[NH4+:12].[Cl:17][C:16]1[C:11]([C:9]2[S:8][C:7]3[C:2]([C:30]4[CH:31]=[CH:32][N:27]=[CH:28][CH:29]=4)=[CH:3][CH:4]=[CH:5][C:6]=3[CH:10]=2)=[N:12][C:13]([NH:18][CH2:19][CH2:20][N:21]2[CH2:25][CH2:24][NH:23][C:22]2=[O:26])=[N:14][CH:15]=1. Given the reactants Br[C:2]1[C:7]2[S:8][C:9]([C:11]3[C:16]([Cl:17])=[CH:15][N:14]=[C:13]([NH:18][CH2:19][CH2:20][N:21]4[CH2:25][CH2:24][NH:23][C:22]4=[O:26])[N:12]=3)=[CH:10][C:6]=2[CH:5]=[CH:4][CH:3]=1.[N:27]1[CH:32]=[CH:31][C:30](B(O)O)=[CH:29][CH:28]=1.[C:36](=[O:39])([OH:38])[O-:37].[Na+], predict the reaction product. (3) Given the reactants CCCCCC.[Br:7][C:8]1[N:9]=[CH:10][N:11]([CH3:13])[CH:12]=1.CN([CH:17]=[O:18])C.O, predict the reaction product. The product is: [Br:7][C:8]1[N:9]=[C:10]([CH:17]=[O:18])[N:11]([CH3:13])[CH:12]=1. (4) Given the reactants ClC1C(F)=C(C=C(C(F)(F)F)C=1)CN1CCC(COC2C(C3CC3)=CC(C(O)=O)=C(F)C=2)(F)CC1.[Br:36][C:37]1[CH:42]=[CH:41][C:40]([S:43]([N:46]2[CH2:51][CH2:50][CH:49]([CH2:52][O:53][C:54]3[C:62]([CH:63]4[CH2:65][CH2:64]4)=[CH:61][C:57]([C:58](O)=[O:59])=[C:56]([F:66])[CH:55]=3)[CH2:48][CH2:47]2)(=[O:45])=[O:44])=[CH:39][C:38]=1[Cl:67], predict the reaction product. The product is: [Br:36][C:37]1[CH:42]=[CH:41][C:40]([S:43]([N:46]2[CH2:51][CH2:50][CH:49]([CH2:52][O:53][C:54]3[C:62]([CH:63]4[CH2:65][CH2:64]4)=[CH:61][C:57]([C:58]([NH:46][S:43]([CH3:40])(=[O:45])=[O:44])=[O:59])=[C:56]([F:66])[CH:55]=3)[CH2:48][CH2:47]2)(=[O:45])=[O:44])=[CH:39][C:38]=1[Cl:67].